From a dataset of Reaction yield outcomes from USPTO patents with 853,638 reactions. Predict the reaction yield, written as a fraction of the theoretical maximum amount of product (1.0 means a 100% yield; for example, 0.34 means a 34% yield). The reactants are [C:1]1([CH2:7][CH2:8][CH2:9][CH2:10][C:11]2[O:12][C:13]3[C:22]4[C:21](=[CH:23][CH2:24][NH:25][C:26](=[O:28])[CH3:27])[CH2:20][CH2:19][C:18]=4[CH:17]=[CH:16][C:14]=3[N:15]=2)[CH:6]=[CH:5][CH:4]=[CH:3][CH:2]=1. The catalyst is CO.[C].[Pd]. The product is [C:1]1([CH2:7][CH2:8][CH2:9][CH2:10][C:11]2[O:12][C:13]3[C:22]4[CH:21]([CH2:23][CH2:24][NH:25][C:26](=[O:28])[CH3:27])[CH2:20][CH2:19][C:18]=4[CH:17]=[CH:16][C:14]=3[N:15]=2)[CH:6]=[CH:5][CH:4]=[CH:3][CH:2]=1. The yield is 0.910.